Dataset: Catalyst prediction with 721,799 reactions and 888 catalyst types from USPTO. Task: Predict which catalyst facilitates the given reaction. Reactant: [H-].[Na+].[Br:3][C:4]1[N:9]=[C:8]([NH:10][C:11](=[O:17])[O:12][C:13]([CH3:16])([CH3:15])[CH3:14])[CH:7]=[CH:6][CH:5]=1.I[CH:19]([CH3:21])[CH3:20]. Product: [Br:3][C:4]1[N:9]=[C:8]([N:10]([CH:19]([CH3:21])[CH3:20])[C:11](=[O:17])[O:12][C:13]([CH3:14])([CH3:16])[CH3:15])[CH:7]=[CH:6][CH:5]=1. The catalyst class is: 3.